Dataset: Experimentally validated miRNA-target interactions with 360,000+ pairs, plus equal number of negative samples. Task: Binary Classification. Given a miRNA mature sequence and a target amino acid sequence, predict their likelihood of interaction. (1) The miRNA is hsa-miR-4716-3p with sequence AAGGGGGAAGGAAACAUGGAGA. The protein sequence of the target gene is MRILQSFLACVQLLCLCRLDWAYGYYRQQRKLVEEIGWSYTGALNQKNWGKKYPICNSPKQSPINIDEDLTQVNVNLKKLKFQGWEKASLENTFIHNTGKTVEINLTNDYYLSGGLSEKVFKASKITFHWGKCNVSSEGSEHSLEGQKFPLEMQVYCFDADRFSSFEEAVKGKGRLRALSILFEVGVEENLDYKAIIDGTESVSRFGKQAALDPFVLQNLLPNSTDKYYIYNGSLTSPPCTDTVEWIVFKDTVSISESQLAVFCEVLTMQQSGYVMLMDYLQNNFREQQYKFSRQVFSSY.... Result: 0 (no interaction). (2) The miRNA is hsa-miR-24-3p with sequence UGGCUCAGUUCAGCAGGAACAG. The protein sequence of the target gene is MEVKDANSALLSNYEVFQLLTDLKEQRKESGKNKHSSGQQNLNTITYETLKYISKTPCRHQSPEIVREFLTALKSHKLTKAEKLQLLNHRPVTAVEIQLMVEESEERLTEEQIEALLHTVTSILPAEPEAEQKKNTNSNVAMDEEDPA. Result: 1 (interaction).